Dataset: Experimentally validated miRNA-target interactions with 360,000+ pairs, plus equal number of negative samples. Task: Binary Classification. Given a miRNA mature sequence and a target amino acid sequence, predict their likelihood of interaction. The miRNA is mmu-miR-453 with sequence AGGUUGCCUCAUAGUGAGCUUGCA. The protein sequence of the target gene is MPVTVTRTTITTTTSSSTTVGSARALTQPLGLLRLLQLISTCVAFSLVASVGAWTGPMGNWAMFTWCFCFAVTLIILIVELGGLQAHFPLSWRNFPITFACYAALFCLSSSIIYPTTYVQFLAHGRTRDHAIAATTFSCVACLAYATEVAWTRARPGEITGYMATVPGLLKVFETFVACIIFAFISEPLLYNQKPALEWCVAVYAICFILAGVTILLNLGDCTNVLPIPFPTFLSGLALLSVLFYATAIVLWPLYQFDQRYQGQPRRSMDPSCTRSISYIQPNTVCFWDRRLAVSILTGI.... Result: 0 (no interaction).